The task is: Predict the reaction yield, written as a fraction of the theoretical maximum amount of product (1.0 means a 100% yield; for example, 0.34 means a 34% yield).. This data is from Reaction yield outcomes from USPTO patents with 853,638 reactions. (1) The reactants are [Cl:1][C:2]1[CH:7]=[CH:6][C:5]([NH:8]C(=O)C2C=CC(F)=CC=2)=[C:4]([C:18](=[O:26])[C:19]2[CH:24]=[CH:23][C:22](F)=[CH:21][CH:20]=2)[CH:3]=1.NC1C=CC(Cl)=CC=1[C:35](C1C=CC=C(OC)C=1)=[O:36].[OH-].[Na+]. The catalyst is CO. The product is [NH2:8][C:5]1[CH:6]=[CH:7][C:2]([Cl:1])=[CH:3][C:4]=1[C:18]([C:19]1[CH:20]=[CH:21][C:22]([O:36][CH3:35])=[CH:23][CH:24]=1)=[O:26]. The yield is 0.830. (2) The reactants are C([NH:4][CH2:5][C:6]1[CH:7]=[C:8]([N:13]2[CH2:18][CH2:17][N:16]([C:19]([O:21][C:22]([CH3:25])([CH3:24])[CH3:23])=[O:20])[CH2:15][CH2:14]2)[CH:9]=[CH:10][C:11]=1[NH2:12])(=O)C.[OH-].[K+].O. The catalyst is C(O)C. The product is [NH2:12][C:11]1[CH:10]=[CH:9][C:8]([N:13]2[CH2:18][CH2:17][N:16]([C:19]([O:21][C:22]([CH3:23])([CH3:25])[CH3:24])=[O:20])[CH2:15][CH2:14]2)=[CH:7][C:6]=1[CH2:5][NH2:4]. The yield is 0.840. (3) The reactants are Cl[C:2]1[CH:7]=[CH:6][N:5]=[C:4]2[N:8]([CH2:17][O:18][CH2:19][CH2:20][Si:21]([CH3:24])([CH3:23])[CH3:22])[C:9]([C:11]3[CH:12]=[N:13][CH:14]=[CH:15][CH:16]=3)=[CH:10][C:3]=12.[F:25][C:26]1[CH:31]=[C:30]([N+:32]([O-])=O)[CH:29]=[CH:28][C:27]=1[OH:35].CCN(C(C)C)C(C)C. The catalyst is CN1C(=O)CCC1.CCOC(C)=O. The product is [F:25][C:26]1[CH:31]=[C:30]([NH2:32])[CH:29]=[CH:28][C:27]=1[O:35][C:2]1[CH:7]=[CH:6][N:5]=[C:4]2[N:8]([CH2:17][O:18][CH2:19][CH2:20][Si:21]([CH3:24])([CH3:23])[CH3:22])[C:9]([C:11]3[CH:12]=[N:13][CH:14]=[CH:15][CH:16]=3)=[CH:10][C:3]=12. The yield is 0.0740. (4) The reactants are [Si:1]([O:8][CH2:9][CH2:10][CH2:11][CH2:12][C:13]1[N:21]2[C:16]([C:17]([NH2:22])=[N:18][CH:19]=[N:20]2)=[CH:15][CH:14]=1)([C:4]([CH3:7])([CH3:6])[CH3:5])([CH3:3])[CH3:2].[Br:23]N1C(C)(C)C(=O)N(Br)C1=O. The catalyst is O1CCCC1. The product is [Br:23][C:15]1[CH:14]=[C:13]([CH2:12][CH2:11][CH2:10][CH2:9][O:8][Si:1]([C:4]([CH3:7])([CH3:5])[CH3:6])([CH3:2])[CH3:3])[N:21]2[C:16]=1[C:17]([NH2:22])=[N:18][CH:19]=[N:20]2. The yield is 0.900.